From a dataset of Reaction yield outcomes from USPTO patents with 853,638 reactions. Predict the reaction yield, written as a fraction of the theoretical maximum amount of product (1.0 means a 100% yield; for example, 0.34 means a 34% yield). (1) The reactants are [C:1]([O:5][C:6]([N:8]([CH2:16][CH:17]=[CH2:18])[CH2:9][CH2:10][C:11]([O:13][CH2:14][CH3:15])=[O:12])=[O:7])([CH3:4])([CH3:3])[CH3:2].C[Si]([N-][Si](C)(C)C)(C)C.[Li+].[CH2:29](Br)[CH:30]=[CH2:31]. The catalyst is O1CCCC1. The product is [C:1]([O:5][C:6]([N:8]([CH2:16][CH:17]=[CH2:18])[CH2:9][CH:10]([CH2:31][CH:30]=[CH2:29])[C:11]([O:13][CH2:14][CH3:15])=[O:12])=[O:7])([CH3:4])([CH3:3])[CH3:2]. The yield is 0.484. (2) The product is [C:33]([OH:40])(=[O:39])/[CH:34]=[CH:35]/[C:36]([OH:38])=[O:37].[NH2:7][CH2:8][CH2:9][C@@H:10]([O:16][C:17]1[CH:22]=[C:21]([Cl:23])[C:20]([F:24])=[CH:19][C:18]=1[C:25]#[N:26])[C:11]1[CH:15]=[CH:14][O:13][CH:12]=1. The reactants are CC(OC(=O)[NH:7][CH2:8][CH2:9][C@@H:10]([O:16][C:17]1[CH:22]=[C:21]([Cl:23])[C:20]([F:24])=[CH:19][C:18]=1[C:25]#[N:26])[C:11]1[CH:15]=[CH:14][O:13][CH:12]=1)(C)C.C(=O)(O)[O-].[Na+].[C:33]([OH:40])(=[O:39])/[CH:34]=[CH:35]/[C:36]([OH:38])=[O:37]. The yield is 0.400. The catalyst is Cl.O1CCOCC1. (3) The reactants are [CH3:1][O:2][C:3]1[CH:4]=[C:5]2[C:9](=[CH:10][C:11]=1[O:12][CH3:13])[NH:8][C:7](=[O:14])[CH2:6]2.[N:15]1[CH:20]=[CH:19][C:18](/[CH:21]=[CH:22]/[C:23]2[C:31]3[C:26](=[CH:27][C:28]([CH:32]=O)=[CH:29][CH:30]=3)[NH:25][N:24]=2)=[CH:17][CH:16]=1. No catalyst specified. The product is [CH3:1][O:2][C:3]1[CH:4]=[C:5]2[C:9](=[CH:10][C:11]=1[O:12][CH3:13])[NH:8][C:7](=[O:14])/[C:6]/2=[CH:32]/[C:28]1[CH:27]=[C:26]2[C:31]([C:23](/[CH:22]=[CH:21]/[C:18]3[CH:17]=[CH:16][N:15]=[CH:20][CH:19]=3)=[N:24][NH:25]2)=[CH:30][CH:29]=1. The yield is 0.420.